From a dataset of Catalyst prediction with 721,799 reactions and 888 catalyst types from USPTO. Predict which catalyst facilitates the given reaction. (1) Reactant: Br.Br[CH2:3][C:4]1[N:5]=[C:6]2[C:11](=[N:12][CH:13]=1)[N:10]=[C:9]([NH2:14])[N:8]=[C:7]2[NH2:15].[C:16]([O:20][C:21](=[O:32])[CH:22]([NH2:31])[CH2:23][C:24]1[CH:29]=[CH:28][C:27]([OH:30])=[CH:26][CH:25]=1)([CH3:19])([CH3:18])[CH3:17].C(=O)(O)[O-]. Product: [C:16]([O:20][C:21](=[O:32])[CH:22]([NH:31][CH2:3][C:4]1[N:5]=[C:6]2[C:11](=[N:12][CH:13]=1)[N:10]=[C:9]([NH2:14])[N:8]=[C:7]2[NH2:15])[CH2:23][C:24]1[CH:25]=[CH:26][C:27]([OH:30])=[CH:28][CH:29]=1)([CH3:19])([CH3:17])[CH3:18]. The catalyst class is: 80. (2) Reactant: C(N(CC)CC)C.[C-:8]1(C(O)=O)[CH:12]=[CH:11][CH:10]=[CH:9]1.[CH-:16]1[CH:20]=[CH:19][CH:18]=[CH:17]1.[Fe+2:21].C(=O)([O-])O.[Na+].Cl. Product: [CH-:8]1[CH:12]=[CH:11][CH:10]=[CH:9]1.[CH-:16]1[CH:20]=[CH:19][CH:18]=[CH:17]1.[Fe+2:21]. The catalyst class is: 146. (3) Reactant: [Cl:1][C:2]1[CH:7]=[CH:6][C:5]([N:8]([C:12]2[CH:17]=[CH:16][CH:15]=[CH:14][C:13]=2[C:18]([F:21])([F:20])[F:19])[C:9](=[O:11])[NH2:10])=[CH:4][C:3]=1C(O)=O.[NH2:25][C:26]1[CH:27]=[N:28][CH:29]=[CH:30][CH:31]=1.CS(C)=O.[CH2:36]1[CH2:40][O:39][CH2:38][CH2:37]1. Product: [Cl:1][C:2]1([C:9](=[O:11])[NH:8][C:5]2[CH:6]=[CH:38][CH:37]=[C:36]([C:40](=[O:39])[NH:25][C:26]3[CH:27]=[N:28][CH:29]=[CH:30][CH:31]=3)[CH:4]=2)[CH:7]=[CH:6][C:5]([N:8]([C:12]2[CH:17]=[CH:16][CH:15]=[CH:14][C:13]=2[C:18]([F:20])([F:21])[F:19])[C:9](=[O:11])[NH2:10])=[CH:4][CH2:3]1. The catalyst class is: 279. (4) Reactant: C(OC([N:8]1[CH2:13][CH2:12][C:11]([OH:23])([CH2:14][CH2:15][NH:16][C:17](=[O:22])[C:18]([F:21])([F:20])[F:19])[CH2:10][CH2:9]1)=O)(C)(C)C. Product: [F:21][C:18]([F:19])([F:20])[C:17]([NH:16][CH2:15][CH2:14][C:11]1([OH:23])[CH2:10][CH2:9][NH:8][CH2:13][CH2:12]1)=[O:22]. The catalyst class is: 631. (5) Reactant: [CH3:1]N(C)C=O.[F:6][C:7]1[CH:16]=[C:15]([C:17]2[N:21]=[C:20]([CH:22]([O:25][C:26]3[CH:31]=[CH:30][C:29]([C:32]4[N:36]=[C:35]([CH:37]([CH3:39])[CH3:38])[O:34][N:33]=4)=[CH:28][CH:27]=3)[CH2:23][CH3:24])[O:19][N:18]=2)[CH:14]=[CH:13][C:8]=1[C:9](OC)=[O:10].[C:40]([O:44][C:45]([NH:47][CH2:48][C:49]([OH:51])=[O:50])=[O:46])([CH3:43])([CH3:42])[CH3:41].CN(C)CCCN=C=[N:59][CH2:60][CH3:61]. Product: [C:40]([O:44][C:45]([NH:47][CH2:48][C:49]([O:51][CH2:1][C@H:60]([NH:59][C:9](=[O:10])[C:8]1[CH:13]=[CH:14][C:15]([C:17]2[N:21]=[C:20]([CH:22]([O:25][C:26]3[CH:27]=[CH:28][C:29]([C:32]4[N:36]=[C:35]([CH:37]([CH3:39])[CH3:38])[O:34][N:33]=4)=[CH:30][CH:31]=3)[CH2:23][CH3:24])[O:19][N:18]=2)=[CH:16][C:7]=1[F:6])[CH3:61])=[O:50])=[O:46])([CH3:43])([CH3:41])[CH3:42]. The catalyst class is: 777.